From a dataset of Forward reaction prediction with 1.9M reactions from USPTO patents (1976-2016). Predict the product of the given reaction. (1) Given the reactants [NH:1]1[C:5]2=[N:6][CH:7]=[N:8][C:9]([NH2:10])=[C:4]2[CH:3]=[N:2]1.C1C(=O)N([I:18])C(=O)C1.C(=O)(O)[O-].[Na+], predict the reaction product. The product is: [I:18][C:3]1[C:4]2[C:5](=[N:6][CH:7]=[N:8][C:9]=2[NH2:10])[NH:1][N:2]=1. (2) Given the reactants [F:1][C:2]1[CH:22]=[CH:21][CH:20]=[C:19]([O:23][CH3:24])[C:3]=1[CH2:4][N:5]1[CH2:10][CH2:9][CH2:8][C@@H:7]([NH:11]C(=O)OC(C)(C)C)[CH2:6]1.[ClH:25], predict the reaction product. The product is: [ClH:25].[F:1][C:2]1[CH:22]=[CH:21][CH:20]=[C:19]([O:23][CH3:24])[C:3]=1[CH2:4][N:5]1[CH2:10][CH2:9][CH2:8][C@@H:7]([NH2:11])[CH2:6]1. (3) Given the reactants [Cl:1][C:2]1[CH:7]=[CH:6][CH:5]=[CH:4][C:3]=1[N:8]1[C:12]([S:13][C:14]2[CH:15]=[N:16][CH:17]=[CH:18][CH:19]=2)=[CH:11][C:10]([C:20](OCC)=[O:21])=[N:9]1.[H-].C([Al+]CC(C)C)C(C)C.C1(C)C=CC=CC=1.O.O.O.O.O.O.O.O.O.O.[O-]S([O-])(=O)=O.[Na+].[Na+], predict the reaction product. The product is: [Cl:1][C:2]1[CH:7]=[CH:6][CH:5]=[CH:4][C:3]=1[N:8]1[C:12]([S:13][C:14]2[CH:15]=[N:16][CH:17]=[CH:18][CH:19]=2)=[CH:11][C:10]([CH:20]=[O:21])=[N:9]1. (4) Given the reactants Cl.[N+:2]([C:5]1[CH:6]=[C:7]2[C:11](=[CH:12][CH:13]=1)[N:10]([CH2:14][C:15]1[O:16][CH:17]=[CH:18][N:19]=1)[N:9]=[CH:8]2)([O-])=O.Cl[Sn]Cl.[OH-].[Na+], predict the reaction product. The product is: [O:16]1[CH:17]=[CH:18][N:19]=[C:15]1[CH2:14][N:10]1[C:11]2[C:7](=[CH:6][C:5]([NH2:2])=[CH:13][CH:12]=2)[CH:8]=[N:9]1. (5) The product is: [Br:1][CH2:2][CH2:3][O:4][Si:14]([C:10]([CH3:13])([CH3:12])[CH3:11])([C:22]1[CH:23]=[CH:24][CH:25]=[CH:26][CH:27]=1)[C:16]1[CH:21]=[CH:20][CH:19]=[CH:18][CH:17]=1. Given the reactants [Br:1][CH2:2][CH2:3][OH:4].N1C=CN=C1.[C:10]([Si:14]([C:22]1[CH:27]=[CH:26][CH:25]=[CH:24][CH:23]=1)([C:16]1[CH:21]=[CH:20][CH:19]=[CH:18][CH:17]=1)Cl)([CH3:13])([CH3:12])[CH3:11].[Cl-].[Na+], predict the reaction product. (6) Given the reactants [CH:1]([C:3]1[CH:22]=[CH:21][C:6]([CH2:7][NH:8][C:9]([C:11]2[CH:12]=[C:13]3[C:18](=[CH:19][CH:20]=2)[N:17]=[CH:16][CH:15]=[CH:14]3)=[O:10])=[CH:5][CH:4]=1)=O.[C:23]1([NH2:29])[CH:28]=[CH:27][CH:26]=[CH:25][CH:24]=1, predict the reaction product. The product is: [C:23]1([NH:29][CH2:1][C:3]2[CH:22]=[CH:21][C:6]([CH2:7][NH:8][C:9]([C:11]3[CH:12]=[C:13]4[C:18](=[CH:19][CH:20]=3)[N:17]=[CH:16][CH:15]=[CH:14]4)=[O:10])=[CH:5][CH:4]=2)[CH:28]=[CH:27][CH:26]=[CH:25][CH:24]=1.